From a dataset of Forward reaction prediction with 1.9M reactions from USPTO patents (1976-2016). Predict the product of the given reaction. (1) Given the reactants [N+:1]([C:4]1[CH:5]=[CH:6][CH:7]=[C:8](N)[C:9]=1[C:10](O)=O)([O-:3])=[O:2].[CH3:14][C:15]([CH3:21])=[C:16]1C=[CH:19][CH:18]=[CH:17]1.C(ON=O)(C)(C)C, predict the reaction product. The product is: [C:15](=[C:16]1[CH:10]2[C:9]3[C:8]([CH:17]1[CH:18]=[CH:19]2)=[CH:7][CH:6]=[CH:5][C:4]=3[N+:1]([O-:3])=[O:2])([CH3:21])[CH3:14]. (2) Given the reactants [NH2:1][C:2]1[CH:14]=[CH:13][C:5]([CH:6]=[CH:7][C:8]([O:10][CH2:11][CH3:12])=[O:9])=[CH:4][CH:3]=1.[CH3:15][Si:16]([CH3:44])([CH3:43])[C:17]1[CH:18]=[C:19]([CH:36]=[C:37]([Si:39]([CH3:42])([CH3:41])[CH3:40])[CH:38]=1)[C:20](NC1N=CC(/C=C/C(OCC)=O)=CC=1)=[O:21], predict the reaction product. The product is: [CH3:40][Si:39]([CH3:42])([CH3:41])[C:37]1[CH:36]=[C:19]([CH:18]=[C:17]([Si:16]([CH3:44])([CH3:43])[CH3:15])[CH:38]=1)[C:20]([NH:1][C:2]1[CH:3]=[CH:4][C:5]([CH:6]=[CH:7][C:8]([O:10][CH2:11][CH3:12])=[O:9])=[CH:13][CH:14]=1)=[O:21]. (3) Given the reactants [O:1]([C:8]1[S:9][CH:10]=[C:11]([CH2:13][OH:14])[N:12]=1)[C:2]1[CH:7]=[CH:6][CH:5]=[CH:4][CH:3]=1, predict the reaction product. The product is: [O:1]([C:8]1[S:9][CH:10]=[C:11]([CH:13]=[O:14])[N:12]=1)[C:2]1[CH:3]=[CH:4][CH:5]=[CH:6][CH:7]=1. (4) Given the reactants [BH4-].[Na+].CO.[N:5]1[CH:10]=[C:9]([CH:11]=[N:12][C:13]2[CH:18]=[CH:17][CH:16]=[CH:15][N:14]=2)[CH:8]=[N:7][CH:6]=1.C(O)(=O)C, predict the reaction product. The product is: [N:7]1[CH:8]=[C:9]([CH2:11][NH:12][C:13]2[CH:18]=[CH:17][CH:16]=[CH:15][N:14]=2)[CH:10]=[N:5][CH:6]=1. (5) Given the reactants [Cl:1][C:2]1[CH:3]=[C:4]([OH:9])[CH:5]=[CH:6][C:7]=1[CH3:8].[C:10](OC(=O)C)(=[O:12])[CH3:11].N1C=CC=CC=1, predict the reaction product. The product is: [C:10]([O:9][C:4]1[CH:5]=[CH:6][C:7]([CH3:8])=[C:2]([Cl:1])[CH:3]=1)(=[O:12])[CH3:11]. (6) Given the reactants [N:1]1([CH2:14][CH2:15][CH2:16][CH2:17][CH2:18][C:19]([OH:21])=O)[C:13]2[C:12]3[CH:11]=[CH:10][CH:9]=[CH:8][C:7]=3[N:6]=[CH:5][C:4]=2[N:3]=[CH:2]1.C(Cl)(=O)C(Cl)=O.[NH:28]1[CH2:33][CH2:32][O:31][CH2:30][CH2:29]1, predict the reaction product. The product is: [N:28]1([C:19](=[O:21])[CH2:18][CH2:17][CH2:16][CH2:15][CH2:14][N:1]2[C:13]3[C:12]4[CH:11]=[CH:10][CH:9]=[CH:8][C:7]=4[N:6]=[CH:5][C:4]=3[N:3]=[CH:2]2)[CH2:33][CH2:32][O:31][CH2:30][CH2:29]1. (7) The product is: [CH2:41]([N:3]([CH2:1][CH3:2])[CH2:4][CH2:5][C:6]1[CH:7]=[C:8]([NH:12][C:13]2[N:18]=[C:17]3[N:19]([C:33]4[CH:34]=[C:35]([CH:38]=[CH:39][CH:40]=4)[C:36]([NH2:37])=[O:43])[C:20](=[O:32])[N:21]([C:24]4[CH:29]=[CH:28][C:27]([O:30][CH3:31])=[CH:26][CH:25]=4)[CH:22]([CH3:23])[C:16]3=[CH:15][N:14]=2)[CH:9]=[CH:10][CH:11]=1)[CH3:42]. Given the reactants [CH2:1]([N:3]([CH2:41][CH3:42])[CH2:4][CH2:5][C:6]1[CH:7]=[C:8]([NH:12][C:13]2[N:18]=[C:17]3[N:19]([C:33]4[CH:34]=[C:35]([CH:38]=[CH:39][CH:40]=4)[C:36]#[N:37])[C:20](=[O:32])[N:21]([C:24]4[CH:29]=[CH:28][C:27]([O:30][CH3:31])=[CH:26][CH:25]=4)[CH:22]([CH3:23])[C:16]3=[CH:15][N:14]=2)[CH:9]=[CH:10][CH:11]=1)[CH3:2].[OH-:43].[Na+].C(#N)C1C=CC=CC=1.OO, predict the reaction product. (8) Given the reactants [O:1]=[C:2]1[CH2:6][CH2:5][CH:4]([C:7]([O:9][CH3:10])=[O:8])[CH2:3]1.CCN(C(C)C)C(C)C.[F:20][C:21]([F:34])([F:33])[S:22](O[S:22]([C:21]([F:34])([F:33])[F:20])(=[O:24])=[O:23])(=[O:24])=[O:23], predict the reaction product. The product is: [F:20][C:21]([F:34])([F:33])[S:22]([O:1][CH:2]1[CH2:6][CH2:5][C:4]([C:7]([O:9][CH3:10])=[O:8])=[CH:3]1)(=[O:24])=[O:23].